This data is from Forward reaction prediction with 1.9M reactions from USPTO patents (1976-2016). The task is: Predict the product of the given reaction. The product is: [CH2:25]([Sn:29]([CH2:30][CH2:31][CH2:32][CH3:33])([O:34][C:2]1[CH:7]=[CH:6][C:5]([C:8]([CH2:11][C:12]([CH3:13])([CH3:14])[CH3:15])([CH3:9])[CH3:10])=[CH:4][C:3]=1[N:16]1[N:17]=[C:18]2[CH:24]=[CH:23][CH:22]=[CH:21][C:19]2=[N:20]1)[O:1][C:2]1[CH:7]=[CH:6][C:5]([C:8]([CH2:11][C:12]([CH3:13])([CH3:14])[CH3:15])([CH3:9])[CH3:10])=[CH:4][C:3]=1[N:16]1[N:20]=[C:19]2[CH:21]=[CH:22][CH:23]=[CH:24][C:18]2=[N:17]1)[CH2:26][CH2:27][CH3:28]. Given the reactants [OH:1][C:2]1[CH:7]=[CH:6][C:5]([C:8]([CH2:11][C:12]([CH3:15])([CH3:14])[CH3:13])([CH3:10])[CH3:9])=[CH:4][C:3]=1[N:16]1[N:20]=[C:19]2[CH:21]=[CH:22][CH:23]=[CH:24][C:18]2=[N:17]1.[CH2:25]([Sn:29](=[O:34])[CH2:30][CH2:31][CH2:32][CH3:33])[CH2:26][CH2:27][CH3:28], predict the reaction product.